Dataset: Catalyst prediction with 721,799 reactions and 888 catalyst types from USPTO. Task: Predict which catalyst facilitates the given reaction. Reactant: [F:1][C:2]1[CH:7]=[CH:6][C:5]([N:8]([CH:18]([CH3:20])[CH3:19])[C:9]([N:11]2[C:15](=[O:16])[NH:14][C:13](=[O:17])[O:12]2)=[O:10])=[CH:4][CH:3]=1.[CH3:21][CH:22]([CH3:25])[CH2:23]O.C1(P(C2C=CC=CC=2)C2C=CC=CC=2)C=CC=CC=1.N(C(OCC)=O)=NC(OCC)=O. Product: [F:1][C:2]1[CH:7]=[CH:6][C:5]([N:8]([CH:18]([CH3:20])[CH3:19])[C:9]([N:11]2[C:15](=[O:16])[N:14]([CH2:21][CH:22]([CH3:25])[CH3:23])[C:13](=[O:17])[O:12]2)=[O:10])=[CH:4][CH:3]=1. The catalyst class is: 7.